Dataset: Full USPTO retrosynthesis dataset with 1.9M reactions from patents (1976-2016). Task: Predict the reactants needed to synthesize the given product. (1) Given the product [Cl:1][C:2]1[CH:3]=[C:4]([C:9]2[N:14]=[C:13]([N:15]3[CH2:19][CH2:18][CH2:17][CH:16]3[CH3:20])[N:12]=[C:11]([N:21]3[CH2:26][CH2:25][N:24]([C:27]4[N:32]=[CH:31][C:30]([OH:36])=[CH:29][C:28]=4[CH3:34])[CH2:23][CH2:22]3)[CH:10]=2)[CH:5]=[CH:6][C:7]=1[F:8], predict the reactants needed to synthesize it. The reactants are: [Cl:1][C:2]1[CH:3]=[C:4]([C:9]2[N:14]=[C:13]([N:15]3[CH2:19][CH2:18][CH2:17][CH:16]3[CH3:20])[N:12]=[C:11]([N:21]3[CH2:26][CH2:25][N:24]([C:27]4[N:32]=[CH:31][C:30](N)=[CH:29][C:28]=4[CH3:34])[CH2:23][CH2:22]3)[CH:10]=2)[CH:5]=[CH:6][C:7]=1[F:8].N([O-])=[O:36].[Na+]. (2) The reactants are: C1(S([N:10]2[C:18]3[C:13](=[CH:14][CH:15]=[C:16]([N+:19]([O-:21])=[O:20])[CH:17]=3)[C:12]([C:22]3[CH:29]=[CH:28][C:25]([C:26]#[N:27])=[C:24]([F:30])[CH:23]=3)=[CH:11]2)(=O)=O)C=CC=CC=1.C1(S(N2C3C(=CC=C([N+]([O-])=O)C=3)C(Br)=C2)(=O)=O)C=CC=CC=1.FC1C=C(B(O)O)C=CC=1C#N.C([O-])([O-])=O.[K+].[K+]. Given the product [F:30][C:24]1[CH:23]=[C:22]([C:12]2[C:13]3[C:18](=[CH:17][C:16]([N+:19]([O-:21])=[O:20])=[CH:15][CH:14]=3)[NH:10][CH:11]=2)[CH:29]=[CH:28][C:25]=1[C:26]#[N:27], predict the reactants needed to synthesize it. (3) The reactants are: [C:1](Cl)(Cl)=[O:2].[NH:5]1[CH2:10][CH2:9][O:8][CH:7]([C:11]([O:13][CH2:14][C:15]2[CH:20]=[CH:19][CH:18]=[CH:17][CH:16]=2)=[O:12])[CH2:6]1.C(N(C(C)C)C(C)C)C.[CH3:30][C:31]1([CH3:37])[CH2:36][CH2:35][CH2:34][NH:33][CH2:32]1. Given the product [CH3:30][C:31]1([CH3:37])[CH2:36][CH2:35][CH2:34][N:33]([C:1]([N:5]2[CH2:10][CH2:9][O:8][CH:7]([C:11]([O:13][CH2:14][C:15]3[CH:20]=[CH:19][CH:18]=[CH:17][CH:16]=3)=[O:12])[CH2:6]2)=[O:2])[CH2:32]1, predict the reactants needed to synthesize it. (4) Given the product [NH:17]1[C:18]2[CH:22]=[CH:21][S:20][C:19]=2[C:23](=[O:25])[NH:29][C:28]1=[O:27], predict the reactants needed to synthesize it. The reactants are: ClC1N=C(N2CCOCC2)C2SC=CC=2N=1.[NH2:17][C:18]1[CH:22]=[CH:21][S:20][C:19]=1[C:23]([O:25]C)=O.[O-:27][C:28]#[N:29].[K+]. (5) Given the product [Cl:1][C:2]1[CH:3]=[CH:4][C:5]([CH2:8][CH2:9][C:10]2[CH:15]=[CH:14][N:13]([C:16]3[CH:21]=[CH:20][C:19]4[C:22]5[CH2:23][NH:24][CH2:25][CH2:26][C:27]=5[O:28][C:18]=4[CH:17]=3)[C:12](=[O:36])[CH:11]=2)=[N:6][CH:7]=1, predict the reactants needed to synthesize it. The reactants are: [Cl:1][C:2]1[CH:3]=[CH:4][C:5]([CH2:8][CH2:9][C:10]2[CH:15]=[CH:14][N:13]([C:16]3[CH:21]=[CH:20][C:19]4[C:22]5[CH2:23][N:24](C(OC(C)(C)C)=O)[CH2:25][CH2:26][C:27]=5[O:28][C:18]=4[CH:17]=3)[C:12](=[O:36])[CH:11]=2)=[N:6][CH:7]=1.Cl.